Predict the reactants needed to synthesize the given product. From a dataset of Full USPTO retrosynthesis dataset with 1.9M reactions from patents (1976-2016). (1) Given the product [CH3:36][O:35][C:33]([C:30]1[CH:31]=[CH:32][C:27]([O:25][CH2:24][C@@H:9]2[CH2:10][C@H:11]([O:13][C:14]3[CH:23]=[CH:22][C:21]4[C:16](=[CH:17][CH:18]=[CH:19][CH:20]=4)[CH:15]=3)[CH2:12][N:8]2[C:6]([O:5][C:1]([CH3:4])([CH3:3])[CH3:2])=[O:7])=[N:28][CH:29]=1)=[O:34], predict the reactants needed to synthesize it. The reactants are: [C:1]([O:5][C:6]([N:8]1[CH2:12][C@@H:11]([O:13][C:14]2[CH:23]=[CH:22][C:21]3[C:16](=[CH:17][CH:18]=[CH:19][CH:20]=3)[CH:15]=2)[CH2:10][C@H:9]1[CH2:24][OH:25])=[O:7])([CH3:4])([CH3:3])[CH3:2].O[C:27]1[CH:32]=[CH:31][C:30]([C:33]([O:35][CH3:36])=[O:34])=[CH:29][N:28]=1.C1C=CC(P(C2C=CC=CC=2)C2C=CC=CC=2)=CC=1.CC(OC(/N=N/C(OC(C)C)=O)=O)C. (2) Given the product [C@H:1]1([NH:10][C:11]2[CH:20]=[CH:19][C:18]3[C:13](=[CH:14][CH:15]=[C:16]([NH:21][C:23]([NH:22][C:25]4[CH:30]=[CH:29][N:28]=[C:27]([N:31]5[CH2:32][CH2:33][O:34][CH2:35][CH2:36]5)[CH:26]=4)=[O:24])[CH:17]=3)[N:12]=2)[C:9]2[C:4](=[CH:5][CH:6]=[CH:7][CH:8]=2)[CH2:3][CH2:2]1, predict the reactants needed to synthesize it. The reactants are: [C@H:1]1([NH:10][C:11]2[CH:20]=[CH:19][C:18]3[C:13](=[CH:14][CH:15]=[C:16]([NH2:21])[CH:17]=3)[N:12]=2)[C:9]2[C:4](=[CH:5][CH:6]=[CH:7][CH:8]=2)[CH2:3][CH2:2]1.[N:22]([C:25]1[CH:30]=[CH:29][N:28]=[C:27]([N:31]2[CH2:36][CH2:35][O:34][CH2:33][CH2:32]2)[CH:26]=1)=[C:23]=[O:24].